This data is from Full USPTO retrosynthesis dataset with 1.9M reactions from patents (1976-2016). The task is: Predict the reactants needed to synthesize the given product. (1) The reactants are: [Cl:1][C:2]1[CH:7]=[CH:6][C:5]([C:8]2[C:14]3[CH:15]=[C:16]([O:19][CH3:20])[CH:17]=[CH:18][C:13]=3[N:12]3[C:21]([CH3:24])=[N:22][N:23]=[C:11]3[C@H:10]([CH2:25][C:26]([OH:28])=O)[N:9]=2)=[CH:4][CH:3]=1.CCN=C=N[CH2:34][CH2:35][CH2:36]N(C)C.C1C=C[C:43]2[N:48](O)N=[N:46][C:44]=2C=1.[C:50](=[O:60])([O:52]CC(C(C)(C)C)N)N.[CH2:61](Cl)Cl. Given the product [C:35]([O:60][C:50](=[O:52])[NH:46][CH2:44][CH2:43][NH:48][C:26](=[O:28])[CH2:25][C@@H:10]1[N:9]=[C:8]([C:5]2[CH:4]=[CH:3][C:2]([Cl:1])=[CH:7][CH:6]=2)[C:14]2[CH:15]=[C:16]([O:19][CH3:20])[CH:17]=[CH:18][C:13]=2[N:12]2[C:21]([CH3:24])=[N:22][N:23]=[C:11]12)([CH3:36])([CH3:61])[CH3:34], predict the reactants needed to synthesize it. (2) The reactants are: NO.[NH2:3][C:4]1[C:5]2[S:12][C:11]3[N:13]=[C:14]([N:20]4[CH2:25][CH2:24][C:23](=O)[CH2:22][CH2:21]4)[CH:15]=[C:16]([CH2:17][CH2:18][CH3:19])[C:10]=3[C:6]=2[N:7]=[CH:8][N:9]=1.[C:27]([BH3-])#[N:28].[C:30](O)(=O)[CH3:31].CN([CH:37]=[O:38])C. Given the product [NH2:3][C:4]1[C:5]2[S:12][C:11]3[N:13]=[C:14]([N:20]4[CH2:25][CH2:24][CH:23]([NH:28][CH2:27][CH:37]([C:4]5[C:30]6[C:31](=[CH:14][CH:15]=[CH:16][CH:17]=6)[CH:10]=[CH:6][CH:5]=5)[OH:38])[CH2:22][CH2:21]4)[CH:15]=[C:16]([CH2:17][CH2:18][CH3:19])[C:10]=3[C:6]=2[N:7]=[CH:8][N:9]=1, predict the reactants needed to synthesize it. (3) Given the product [C:32]([S:36][CH2:2][CH2:3][C:4]1[CH:9]=[CH:8][C:7]([C:10]([C:15]2[CH:29]=[CH:28][C:18]([O:19][CH2:20][C@@H:21]3[CH2:25][O:24][C:23]([CH3:27])([CH3:26])[O:22]3)=[C:17]([CH3:30])[CH:16]=2)([CH2:13][CH3:14])[CH2:11][CH3:12])=[CH:6][C:5]=1[CH3:31])([CH3:35])([CH3:34])[CH3:33], predict the reactants needed to synthesize it. The reactants are: Br[CH2:2][CH2:3][C:4]1[CH:9]=[CH:8][C:7]([C:10]([C:15]2[CH:29]=[CH:28][C:18]([O:19][CH2:20][C@@H:21]3[CH2:25][O:24][C:23]([CH3:27])([CH3:26])[O:22]3)=[C:17]([CH3:30])[CH:16]=2)([CH2:13][CH3:14])[CH2:11][CH3:12])=[CH:6][C:5]=1[CH3:31].[C:32]([SH:36])([CH3:35])([CH3:34])[CH3:33].[OH-].[K+].O. (4) Given the product [CH2:1]([O:8][CH2:9][CH:10]1[CH2:11][O:14][CH2:13]1)[C:2]1[CH:3]=[CH:4][CH:5]=[CH:6][CH:7]=1, predict the reactants needed to synthesize it. The reactants are: [CH2:1]([O:8][CH2:9][CH:10]([CH2:13][OH:14])[CH2:11]O)[C:2]1[CH:7]=[CH:6][CH:5]=[CH:4][CH:3]=1.C([Li])CCC.CCCCCC.C1(C)C=CC(S(Cl)(=O)=O)=CC=1.CC(C)([O-])C.[K+]. (5) Given the product [F:1][C:2]1[CH:3]=[C:4]([C:8]2[C:16]3[C:11](=[CH:12][C:13]([O:19][CH3:20])=[C:14]([C:17]([OH:23])=[O:21])[CH:15]=3)[NH:10][N:9]=2)[CH:5]=[CH:6][CH:7]=1, predict the reactants needed to synthesize it. The reactants are: [F:1][C:2]1[CH:3]=[C:4]([C:8]2[C:16]3[C:11](=[CH:12][C:13]([O:19][CH3:20])=[C:14]([C:17]#N)[CH:15]=3)[NH:10][N:9]=2)[CH:5]=[CH:6][CH:7]=1.[OH2:21].S(=O)(=O)(O)[OH:23].